From a dataset of Full USPTO retrosynthesis dataset with 1.9M reactions from patents (1976-2016). Predict the reactants needed to synthesize the given product. (1) The reactants are: [NH2:1][C:2]1[S:6][N:5]=[C:4]([CH3:7])[C:3]=1[C:8]([NH:10][C:11]1[CH:16]=[CH:15][C:14]([F:17])=[C:13]([F:18])[CH:12]=1)=[O:9].Br[C:20]1[N:25]=[N:24][C:23]([C:26]([NH:28][CH3:29])=[O:27])=[CH:22][CH:21]=1.C(=O)([O-])[O-].[Cs+].[Cs+].CC1(C)C2C(=C(P(C3C=CC=CC=3)C3C=CC=CC=3)C=CC=2)OC2C(P(C3C=CC=CC=3)C3C=CC=CC=3)=CC=CC1=2. Given the product [F:18][C:13]1[CH:12]=[C:11]([NH:10][C:8]([C:3]2[C:4]([CH3:7])=[N:5][S:6][C:2]=2[NH:1][C:20]2[N:25]=[N:24][C:23]([C:26]([NH:28][CH3:29])=[O:27])=[CH:22][CH:21]=2)=[O:9])[CH:16]=[CH:15][C:14]=1[F:17], predict the reactants needed to synthesize it. (2) The reactants are: N1C=CC=CC=1/C=C/C(C1C=CC([NH:17][C:18]([C:20]2[C:21]([C:26]3[CH:31]=[CH:30][C:29]([C:32]([F:35])([F:34])[F:33])=[CH:28][CH:27]=3)=[CH:22][CH:23]=[CH:24][CH:25]=2)=[O:19])=CC=1)=O.[H][H]. Given the product [F:33][C:32]([F:34])([F:35])[C:29]1[CH:28]=[CH:27][C:26]([C:21]2[C:20]([C:18]([NH2:17])=[O:19])=[CH:25][CH:24]=[CH:23][CH:22]=2)=[CH:31][CH:30]=1, predict the reactants needed to synthesize it. (3) Given the product [CH2:31]([O:30][C:28]([NH:27][CH:18]([C:19]([N:21]1[CH2:26][CH2:25][CH2:24][CH2:23][CH2:22]1)=[O:20])[CH2:17][NH:16][C:13]([CH:10]1[CH2:11][CH2:12][N:7]([C:4]2[CH:5]=[CH:6][N:1]=[CH:2][CH:3]=2)[CH2:8][CH2:9]1)=[O:14])=[O:29])[C:32]1[CH:33]=[CH:34][CH:35]=[CH:36][CH:37]=1, predict the reactants needed to synthesize it. The reactants are: [N:1]1[CH:6]=[CH:5][C:4]([N:7]2[CH2:12][CH2:11][CH:10]([C:13](Cl)=[O:14])[CH2:9][CH2:8]2)=[CH:3][CH:2]=1.[NH2:16][CH2:17][CH:18]([NH:27][C:28]([O:30][CH2:31][C:32]1[CH:37]=[CH:36][CH:35]=[CH:34][CH:33]=1)=[O:29])[C:19]([N:21]1[CH2:26][CH2:25][CH2:24][CH2:23][CH2:22]1)=[O:20]. (4) Given the product [CH:18]1([C:6]2[NH:7][N:48]=[C:4]([NH:3][C:42](=[O:44])[CH2:41][N:39]3[CH:40]=[C:36]([O:35][C:26]4[C:25]5[C:30](=[CH:31][C:32]([O:33][CH3:34])=[C:23]([O:22][CH3:21])[CH:24]=5)[N:29]=[CH:28][N:27]=4)[CH:37]=[N:38]3)[CH:5]=2)[CH2:19][CH2:14]1, predict the reactants needed to synthesize it. The reactants are: Cl.C[N:3](C)[CH2:4][CH2:5][CH2:6][N:7]=C=NCC.O[C:14]1[CH:19]=[CH:18]C=C[N+]=1[O-].[CH3:21][O:22][C:23]1[CH:24]=[C:25]2[C:30](=[CH:31][C:32]=1[O:33][CH3:34])[N:29]=[CH:28][N:27]=[C:26]2[O:35][C:36]1[CH:37]=[N:38][N:39]([CH2:41][C:42]([OH:44])=O)[CH:40]=1.C([N:48](C(C)C)CC)(C)C. (5) Given the product [Cl:1][C:2]1[CH:3]=[CH:4][C:5]([CH:8]([C:27]2[CH:28]=[CH:29][C:30]([Cl:33])=[CH:31][CH:32]=2)[N:9]2[CH2:12][C:11](=[CH:13][S:14]([CH2:17][C:18]3[CH:19]=[C:20]([CH:24]=[CH:25][CH:26]=3)[C:21]([NH:38][CH2:34][CH:35]([CH3:37])[CH3:36])=[O:22])(=[O:16])=[O:15])[CH2:10]2)=[CH:6][CH:7]=1, predict the reactants needed to synthesize it. The reactants are: [Cl:1][C:2]1[CH:7]=[CH:6][C:5]([CH:8]([C:27]2[CH:32]=[CH:31][C:30]([Cl:33])=[CH:29][CH:28]=2)[N:9]2[CH2:12][C:11](=[CH:13][S:14]([CH2:17][C:18]3[CH:19]=[C:20]([CH:24]=[CH:25][CH:26]=3)[C:21](O)=[O:22])(=[O:16])=[O:15])[CH2:10]2)=[CH:4][CH:3]=1.[CH2:34]([NH2:38])[CH:35]([CH3:37])[CH3:36].